Dataset: Full USPTO retrosynthesis dataset with 1.9M reactions from patents (1976-2016). Task: Predict the reactants needed to synthesize the given product. Given the product [CH3:35][NH:36][C:20]([C:19]1[C:18]([CH2:22][OH:21])=[C:17]([O:24][CH3:25])[C:16]2[C:11](=[CH:12][C:13]([O:28][CH3:29])=[C:14]([O:26][CH3:27])[CH:15]=2)[C:10]=1[C:8]1[CH:7]=[CH:6][C:5]2[O:1][CH2:2][O:3][C:4]=2[CH:9]=1)=[O:23], predict the reactants needed to synthesize it. The reactants are: [O:1]1[C:5]2[CH:6]=[CH:7][C:8]([C:10]3[C:19]4[C:20](=[O:23])[O:21][CH2:22][C:18]=4[C:17]([O:24][CH3:25])=[C:16]4[C:11]=3[CH:12]=[C:13]([O:28][CH3:29])[C:14]([O:26][CH3:27])=[CH:15]4)=[CH:9][C:4]=2[O:3][CH2:2]1.C[Al](C)C.Cl.[CH3:35][NH2:36].